This data is from Forward reaction prediction with 1.9M reactions from USPTO patents (1976-2016). The task is: Predict the product of the given reaction. Given the reactants Br[C:2]1[CH:3]=[C:4]([O:14][CH3:15])[C:5]([O:10][CH:11]([F:13])[F:12])=[C:6]([O:8][CH3:9])[CH:7]=1.[O:16]1[CH:20]=[CH:19][CH:18]=[C:17]1B(O)O, predict the reaction product. The product is: [F:12][CH:11]([F:13])[O:10][C:5]1[C:4]([O:14][CH3:15])=[CH:3][C:2]([C:17]2[O:16][CH:20]=[CH:19][CH:18]=2)=[CH:7][C:6]=1[O:8][CH3:9].